From a dataset of Full USPTO retrosynthesis dataset with 1.9M reactions from patents (1976-2016). Predict the reactants needed to synthesize the given product. (1) Given the product [CH3:11][O:12][C:13]1[CH:18]=[CH:17][C:16]([S:19][CH:8]([CH2:7][C:1]2[CH:6]=[CH:5][CH:4]=[CH:3][CH:2]=2)[CH:9]=[O:10])=[CH:15][CH:14]=1, predict the reactants needed to synthesize it. The reactants are: [C:1]1([C:7]#[C:8][CH2:9][OH:10])[CH:6]=[CH:5][CH:4]=[CH:3][CH:2]=1.[CH3:11][O:12][C:13]1[CH:18]=[CH:17][C:16]([SH:19])=[CH:15][CH:14]=1.C1(CC(SC2C=CC=CC=2)C(=O)C)C=CC=CC=1. (2) Given the product [CH3:15][N:16]([CH3:26])[C:17]1[CH:18]=[C:19]([C:2]2[C:3]([C:9]3[CH:14]=[CH:13][CH:12]=[CH:11][CH:10]=3)([C:9]3[CH:14]=[CH:13][CH:12]=[CH:11][CH:10]=3)[NH:4][C:5]([NH2:8])=[N:6][N:7]=2)[CH:20]=[CH:21][CH:22]=1, predict the reactants needed to synthesize it. The reactants are: Br[C:2]1[N:7]=[N:6][C:5]([NH2:8])=[N:4][C:3]=1[C:9]1[CH:14]=[CH:13][CH:12]=[CH:11][CH:10]=1.[CH3:15][N:16]([CH3:26])[C:17]1[CH:18]=[C:19](B(O)O)[CH:20]=[CH:21][CH:22]=1.